Dataset: Merck oncology drug combination screen with 23,052 pairs across 39 cell lines. Task: Regression. Given two drug SMILES strings and cell line genomic features, predict the synergy score measuring deviation from expected non-interaction effect. (1) Drug 1: CC(=O)OC1C(=O)C2(C)C(O)CC3OCC3(OC(C)=O)C2C(OC(=O)c2ccccc2)C2(O)CC(OC(=O)C(O)C(NC(=O)c3ccccc3)c3ccccc3)C(C)=C1C2(C)C. Drug 2: CC1(c2nc3c(C(N)=O)cccc3[nH]2)CCCN1. Cell line: KPL1. Synergy scores: synergy=5.51. (2) Drug 1: N.N.O=C(O)C1(C(=O)O)CCC1.[Pt]. Drug 2: CS(=O)(=O)CCNCc1ccc(-c2ccc3ncnc(Nc4ccc(OCc5cccc(F)c5)c(Cl)c4)c3c2)o1. Cell line: SKMEL30. Synergy scores: synergy=-15.2. (3) Drug 1: COC12C(COC(N)=O)C3=C(C(=O)C(C)=C(N)C3=O)N1CC1NC12. Drug 2: O=C(O)C1(Cc2cccc(Nc3nccs3)n2)CCC(Oc2cccc(Cl)c2F)CC1. Cell line: OVCAR3. Synergy scores: synergy=-7.29. (4) Drug 1: CN(C)C(=N)N=C(N)N. Drug 2: CS(=O)(=O)CCNCc1ccc(-c2ccc3ncnc(Nc4ccc(OCc5cccc(F)c5)c(Cl)c4)c3c2)o1. Cell line: A2780. Synergy scores: synergy=-2.17.